From a dataset of Reaction yield outcomes from USPTO patents with 853,638 reactions. Predict the reaction yield, written as a fraction of the theoretical maximum amount of product (1.0 means a 100% yield; for example, 0.34 means a 34% yield). (1) The reactants are Cl.[F:2][C:3]1([F:14])[CH2:7][NH:6][C@H:5]([CH2:8][CH:9]([CH3:13])[C:10]([OH:12])=[O:11])[CH2:4]1.Br[CH2:16][C:17]1[NH:22][C:21]([C:23]2[S:24][CH:25]=[CH:26][N:27]=2)=[N:20][C@@H:19]([C:28]2[CH:33]=[CH:32][C:31]([F:34])=[CH:30][C:29]=2[Cl:35])[C:18]=1[C:36]([O:38][CH2:39][CH3:40])=[O:37].C(=O)([O-])[O-].[K+].[K+]. The catalyst is C(O)C. The product is [Cl:35][C:29]1[CH:30]=[C:31]([F:34])[CH:32]=[CH:33][C:28]=1[C@@H:19]1[N:20]=[C:21]([C:23]2[S:24][CH:25]=[CH:26][N:27]=2)[NH:22][C:17]([CH2:16][N:6]2[CH2:7][C:3]([F:2])([F:14])[CH2:4][C@H:5]2[CH2:8][CH:9]([CH3:13])[C:10]([OH:12])=[O:11])=[C:18]1[C:36]([O:38][CH2:39][CH3:40])=[O:37]. The yield is 0.450. (2) The reactants are [CH3:1][O:2][C:3](=[O:18])[C:4]1[C:9]([NH:10]C(OC(C)(C)C)=O)=[CH:8][CH:7]=[N:6][CH:5]=1. The catalyst is C(O)(C(F)(F)F)=O.C(Cl)Cl.C(Cl)Cl. The product is [CH3:1][O:2][C:3](=[O:18])[C:4]1[C:9]([NH2:10])=[CH:8][CH:7]=[N:6][CH:5]=1. The yield is 0.991. (3) The reactants are [OH:1][C:2]1[CH:3]=[CH:4][C:5]2[N:9]=[C:8]([CH2:10][O:11][C:12]3[CH:13]=[C:14]([CH:19]=[CH:20][CH:21]=3)[C:15]([O:17][CH3:18])=[O:16])[N:7]([CH3:22])[C:6]=2[CH:23]=1.[Br:24][C:25]1[C:26]([CH3:32])=[N:27][C:28](F)=[CH:29][CH:30]=1.N1C2C(=CC=C3C=2N=CC=C3)C=CC=1.C(=O)([O-])[O-].[Cs+].[Cs+]. The catalyst is [Cu](I)I.CN(C=O)C. The product is [Br:24][C:25]1[CH:30]=[CH:29][C:28]([O:1][C:2]2[CH:3]=[CH:4][C:5]3[N:9]=[C:8]([CH2:10][O:11][C:12]4[CH:13]=[C:14]([CH:19]=[CH:20][CH:21]=4)[C:15]([O:17][CH3:18])=[O:16])[N:7]([CH3:22])[C:6]=3[CH:23]=2)=[N:27][C:26]=1[CH3:32]. The yield is 0.140. (4) The reactants are [Br:1][C:2]1[CH:7]=[CH:6][CH:5]=[CH:4][C:3]=1[NH2:8].[C:9](Cl)(=[O:11])[CH3:10].Cl. The catalyst is C(Cl)Cl. The product is [Br:1][C:2]1[CH:7]=[CH:6][CH:5]=[CH:4][C:3]=1[NH:8][C:9](=[O:11])[CH3:10]. The yield is 0.730. (5) The reactants are [CH3:1][O:2][C:3]1[CH:4]=[CH:5][CH:6]=[C:7]2[C:11]=1[CH:10]([NH:12][C:13]1[O:14][CH2:15][C:16]3[CH:22]=[C:21]([NH2:23])[CH:20]=[CH:19][C:17]=3[N:18]=1)[CH2:9][CH2:8]2.[CH3:24][O:25][CH2:26][C:27](Cl)=[O:28]. No catalyst specified. The product is [CH3:24][O:25][CH2:26][C:27]([NH:23][C:21]1[CH:20]=[CH:19][C:17]2[N:18]=[C:13]([NH:12][CH:10]3[C:11]4[C:7](=[CH:6][CH:5]=[CH:4][C:3]=4[O:2][CH3:1])[CH2:8][CH2:9]3)[O:14][CH2:15][C:16]=2[CH:22]=1)=[O:28]. The yield is 0.610. (6) The reactants are [Sn](Cl)(Cl)(Cl)Cl.[Cl:6][C:7]1[CH:8]=[CH:9][C:10]([N+:18]([O-])=O)=[C:11]([N:13]2[CH2:17][CH2:16][CH2:15][CH2:14]2)[CH:12]=1.[NH4+].[OH-]. The catalyst is CCO. The product is [NH2:18][C:10]1[CH:9]=[CH:8][C:7]([Cl:6])=[CH:12][C:11]=1[N:13]1[CH2:17][CH2:16][CH2:15][CH2:14]1. The yield is 0.880. (7) The yield is 0.500. The reactants are [F:1][C:2]1[C:11]([CH3:12])=[CH:10][C:5]([C:6]([O:8][CH3:9])=[O:7])=[C:4]([N+:13]([O-])=O)[CH:3]=1. The product is [NH2:13][C:4]1[CH:3]=[C:2]([F:1])[C:11]([CH3:12])=[CH:10][C:5]=1[C:6]([O:8][CH3:9])=[O:7]. The catalyst is CO.[Pd]. (8) The reactants are [Cl:1][C:2]1[CH:3]=[C:4]([CH:23]=[CH:24][C:25]=1[O:26][CH2:27][C:28]1[CH:33]=[CH:32][CH:31]=[C:30]([F:34])[CH:29]=1)[NH:5][C:6]1[C:15]2[C:10](=[CH:11][CH:12]=[CH:13][C:14]=2[O:16][CH:17]2[CH2:22][CH2:21][NH:20][CH2:19][CH2:18]2)[N:9]=[CH:8][N:7]=1.Br[CH2:36][C:37]#[CH:38]. No catalyst specified. The product is [Cl:1][C:2]1[CH:3]=[C:4]([CH:23]=[CH:24][C:25]=1[O:26][CH2:27][C:28]1[CH:33]=[CH:32][CH:31]=[C:30]([F:34])[CH:29]=1)[NH:5][C:6]1[C:15]2[C:10](=[CH:11][CH:12]=[CH:13][C:14]=2[O:16][CH:17]2[CH2:22][CH2:21][N:20]([CH2:38][C:37]#[CH:36])[CH2:19][CH2:18]2)[N:9]=[CH:8][N:7]=1. The yield is 0.650. (9) The product is [C:8]1([CH:6]([C:4]2[N:3]=[CH:2][S:1][CH:5]=2)[OH:7])[CH:13]=[CH:12][CH:11]=[CH:10][CH:9]=1. The catalyst is C1COCC1. The reactants are [S:1]1[CH:5]=[C:4]([CH:6]=[O:7])[N:3]=[CH:2]1.[C:8]1([Mg]Br)[CH:13]=[CH:12][CH:11]=[CH:10][CH:9]=1. The yield is 0.820.